Dataset: Full USPTO retrosynthesis dataset with 1.9M reactions from patents (1976-2016). Task: Predict the reactants needed to synthesize the given product. (1) The reactants are: Cl[CH2:2][C:3]1[CH:28]=[CH:27][C:6]([O:7][CH2:8][C:9]2[N:10]=[C:11]([C:15]3[CH:20]=[CH:19][C:18]([CH2:21][C:22]([O:24][CH2:25][CH3:26])=[O:23])=[CH:17][CH:16]=3)[O:12][C:13]=2[CH3:14])=[C:5]([O:29][CH3:30])[CH:4]=1.Cl.[C:32]([C:36]1[S:37][CH:38]=[C:39](/[CH:41]=[CH:42]/[C:43]2[C:44]([OH:54])=[N:45][N:46]([C:48]3[CH:53]=[CH:52][CH:51]=[CH:50][CH:49]=3)[CH:47]=2)[N:40]=1)([CH3:35])([CH3:34])[CH3:33].C(=O)([O-])[O-].[K+].[K+].CN(C)C=O. Given the product [C:32]([C:36]1[S:37][CH:38]=[C:39](/[CH:41]=[CH:42]/[C:43]2[C:44]([O:54][CH2:2][C:3]3[CH:28]=[CH:27][C:6]([O:7][CH2:8][C:9]4[N:10]=[C:11]([C:15]5[CH:20]=[CH:19][C:18]([CH2:21][C:22]([O:24][CH2:25][CH3:26])=[O:23])=[CH:17][CH:16]=5)[O:12][C:13]=4[CH3:14])=[C:5]([O:29][CH3:30])[CH:4]=3)=[N:45][N:46]([C:48]3[CH:53]=[CH:52][CH:51]=[CH:50][CH:49]=3)[CH:47]=2)[N:40]=1)([CH3:35])([CH3:33])[CH3:34], predict the reactants needed to synthesize it. (2) Given the product [CH3:12][C:11]1[N:14]=[C:4]([OH:6])[CH:3]=[C:2]([CH3:9])[N:13]=1, predict the reactants needed to synthesize it. The reactants are: O=[C:2]([CH3:9])[CH2:3][C:4]([O:6]CC)=O.Cl.[C:11](=[NH:14])([NH2:13])[CH3:12].C([O-])C.[Na+].O.